From a dataset of Forward reaction prediction with 1.9M reactions from USPTO patents (1976-2016). Predict the product of the given reaction. (1) Given the reactants Br[C:2]1[C:3]([CH3:18])=[N:4][NH:5][C:6]=1[C:7]1[CH:17]=[CH:16][C:10]2[O:11][CH2:12][C:13](=[O:15])[NH:14][C:9]=2[CH:8]=1.[F:19][C:20]1[CH:25]=[CH:24][C:23](B(O)O)=[CH:22][CH:21]=1, predict the reaction product. The product is: [F:19][C:20]1[CH:25]=[CH:24][C:23]([C:2]2[C:3]([CH3:18])=[N:4][NH:5][C:6]=2[C:7]2[CH:17]=[CH:16][C:10]3[O:11][CH2:12][C:13](=[O:15])[NH:14][C:9]=3[CH:8]=2)=[CH:22][CH:21]=1. (2) Given the reactants [O:1]1[C:5]([C:6]2[CH:11]=[CH:10][C:9]([NH:12][C:13]3[N:14]=[C:15]([N:23]([C:27]4[CH:32]=[CH:31][CH:30]=[CH:29][CH:28]=4)[CH2:24][CH2:25][OH:26])[C:16]4[CH2:22][NH:21][CH2:20][CH2:19][C:17]=4[N:18]=3)=[CH:8][CH:7]=2)=[CH:4][N:3]=[CH:2]1.C(N(CC)CC)C.[CH3:40][S:41](Cl)(=[O:43])=[O:42], predict the reaction product. The product is: [CH3:40][S:41]([N:21]1[CH2:20][CH2:19][C:17]2[N:18]=[C:13]([NH:12][C:9]3[CH:10]=[CH:11][C:6]([C:5]4[O:1][CH:2]=[N:3][CH:4]=4)=[CH:7][CH:8]=3)[N:14]=[C:15]([N:23]([C:27]3[CH:28]=[CH:29][CH:30]=[CH:31][CH:32]=3)[CH2:24][CH2:25][OH:26])[C:16]=2[CH2:22]1)(=[O:43])=[O:42]. (3) Given the reactants [CH2:1]([O:8][CH2:9][CH2:10][C:11]1([CH2:16][CH2:17]OS(C2C=CC(C)=CC=2)(=O)=O)[O:15][CH2:14][CH2:13][O:12]1)[C:2]1[CH:7]=[CH:6][CH:5]=[CH:4][CH:3]=1.[I-:29].[Na+].C(OCC)(=O)C, predict the reaction product. The product is: [CH2:1]([O:8][CH2:9][CH2:10][C:11]1([CH2:16][CH2:17][I:29])[O:15][CH2:14][CH2:13][O:12]1)[C:2]1[CH:7]=[CH:6][CH:5]=[CH:4][CH:3]=1. (4) Given the reactants C(OC[N:9]1[CH:13]=[C:12]([CH2:14][CH2:15][CH2:16][C:17]([NH:19][CH:20]2[CH2:25][CH2:24][N:23]([C:26]([O:28][CH2:29][C:30]3[CH:35]=[CH:34][C:33]([Cl:36])=[CH:32][C:31]=3[Cl:37])=[O:27])[CH2:22][CH2:21]2)=[O:18])[N:11]=[N:10]1)(=O)C(C)(C)C.[OH-].[Na+].Cl, predict the reaction product. The product is: [NH:9]1[CH:13]=[C:12]([CH2:14][CH2:15][CH2:16][C:17]([NH:19][CH:20]2[CH2:25][CH2:24][N:23]([C:26]([O:28][CH2:29][C:30]3[CH:35]=[CH:34][C:33]([Cl:36])=[CH:32][C:31]=3[Cl:37])=[O:27])[CH2:22][CH2:21]2)=[O:18])[N:11]=[N:10]1.